From a dataset of Catalyst prediction with 721,799 reactions and 888 catalyst types from USPTO. Predict which catalyst facilitates the given reaction. Reactant: [F:1][C:2]1[CH:10]=[CH:9][C:5]([C:6]([OH:8])=O)=[CH:4][CH:3]=1.C(N(CC)CC)C.OC1C2N=NNC=2C=CC=1.[C:28]([C:32]1[N:37]=[C:36]([N:38]2[CH2:43][CH2:42][N:41]([CH2:44][CH2:45][CH2:46][CH2:47][NH2:48])[CH2:40][CH2:39]2)[CH:35]=[C:34]([CH:49]2[CH2:52][CH2:51][CH2:50]2)[N:33]=1)([CH3:31])([CH3:30])[CH3:29].[ClH:53].C(N=C=NCCCN(C)C)C. Product: [ClH:53].[C:28]([C:32]1[N:37]=[C:36]([N:38]2[CH2:39][CH2:40][N:41]([CH2:44][CH2:45][CH2:46][CH2:47][NH:48][C:6](=[O:8])[C:5]3[CH:4]=[CH:3][C:2]([F:1])=[CH:10][CH:9]=3)[CH2:42][CH2:43]2)[CH:35]=[C:34]([CH:49]2[CH2:52][CH2:51][CH2:50]2)[N:33]=1)([CH3:31])([CH3:29])[CH3:30]. The catalyst class is: 9.